Dataset: Catalyst prediction with 721,799 reactions and 888 catalyst types from USPTO. Task: Predict which catalyst facilitates the given reaction. (1) Reactant: [Cl:1][C:2]1[CH:3]=[C:4]([N:12]([C@H:15]2[CH2:20][CH2:19][C@H:18]([N:21]([CH3:23])[CH3:22])[CH2:17][CH2:16]2)[CH2:13][CH3:14])[C:5]([CH3:11])=[C:6]([CH:10]=1)[C:7](O)=[O:8].[CH2:24]([N:26]1[C:30]([CH3:31])=[C:29]([CH2:32][NH2:33])[C:28]([O:34][CH3:35])=[N:27]1)[CH3:25].C(N(CC)CC)C.C1CN([P+](ON2N=NC3C=CC=CC2=3)(N2CCCC2)N2CCCC2)CC1.F[P-](F)(F)(F)(F)F. Product: [Cl:1][C:2]1[CH:3]=[C:4]([N:12]([C@H:15]2[CH2:20][CH2:19][C@H:18]([N:21]([CH3:22])[CH3:23])[CH2:17][CH2:16]2)[CH2:13][CH3:14])[C:5]([CH3:11])=[C:6]([CH:10]=1)[C:7]([NH:33][CH2:32][C:29]1[C:28]([O:34][CH3:35])=[N:27][N:26]([CH2:24][CH3:25])[C:30]=1[CH3:31])=[O:8]. The catalyst class is: 58. (2) Reactant: [OH:1][C:2]1[CH:3]=[C:4]([NH:8][C:9](=[O:15])[O:10][C:11]([CH3:14])([CH3:13])[CH3:12])[CH:5]=[CH:6][CH:7]=1.[H-].[Na+].Br[CH2:19][CH:20]1[CH2:22][O:21]1. Product: [O:21]1[CH2:22][CH:20]1[CH2:19][O:1][C:2]1[CH:3]=[C:4]([NH:8][C:9](=[O:15])[O:10][C:11]([CH3:12])([CH3:14])[CH3:13])[CH:5]=[CH:6][CH:7]=1. The catalyst class is: 3. (3) Reactant: [Cl:1][C:2]1[CH:7]=[CH:6][C:5]([C:8]2[CH:13]=[CH:12][C:11]([N:14]=[CH:15][N:16](C)C)=[C:10]([C:19]#[N:20])[CH:9]=2)=[CH:4][C:3]=1[F:21].N1C=C([C:27]2[CH:33]=[CH:32][C:30]([NH2:31])=[CH:29][CH:28]=2)N=N1. Product: [Cl:1][C:2]1[CH:7]=[CH:6][C:5]([C:8]2[CH:9]=[C:10]3[C:11](=[CH:12][CH:13]=2)[N:14]=[CH:15][N:16]=[C:19]3[NH:20][C:27]2[CH:28]=[CH:29][C:30]([N:31]3[CH:11]=[N:14][CH:15]=[N:16]3)=[CH:32][CH:33]=2)=[CH:4][C:3]=1[F:21]. The catalyst class is: 52. (4) Reactant: [NH2:1][C:2]1[CH:35]=[CH:34][C:5]([C:6]([NH:8][C:9]2[CH:14]=[C:13]([NH:15][C:16]3[N:21]=[C:20]([C:22]4[C:30]5[C:25](=[CH:26][CH:27]=[CH:28][CH:29]=5)[NH:24][CH:23]=4)[C:19]([C:31]#[N:32])=[CH:18][N:17]=3)[CH:12]=[CH:11][C:10]=2[CH3:33])=[O:7])=[CH:4][CH:3]=1.C[CH2:37][N:38]([CH:42]([CH3:44])C)[CH:39](C)C.BrC/C=[CH:48]/[C:49](Cl)=[O:50].CNC. Product: [C:31]([C:19]1[C:20]([C:22]2[C:30]3[C:25](=[CH:26][CH:27]=[CH:28][CH:29]=3)[NH:24][CH:23]=2)=[N:21][C:16]([NH:15][C:13]2[CH:12]=[CH:11][C:10]([CH3:33])=[C:9]([NH:8][C:6](=[O:7])[C:5]3[CH:34]=[CH:35][C:2]([NH:1][C:49](=[O:50])/[CH:48]=[CH:44]/[CH2:42][N:38]([CH3:37])[CH3:39])=[CH:3][CH:4]=3)[CH:14]=2)=[N:17][CH:18]=1)#[N:32]. The catalyst class is: 198. (5) Reactant: [N+:1]([C:4]1[CH:5]=[C:6]([CH:9]=[C:10]([C:12]([F:15])([F:14])[F:13])[CH:11]=1)[C:7]#[N:8])([O-])=O.C(O)(=O)C.[Sn](Cl)Cl. Product: [NH2:1][C:4]1[CH:5]=[C:6]([CH:9]=[C:10]([C:12]([F:13])([F:14])[F:15])[CH:11]=1)[C:7]#[N:8]. The catalyst class is: 88. (6) Reactant: C1(P(C2C=CC=CC=2)C2C=CC=CC=2)C=CC=CC=1.BrN1C(=O)CCC1=O.[Cl:28][C:29]1[CH:30]=[C:31]([C@@H:39]([CH2:43][CH:44]2[CH2:48][CH2:47][CH2:46][CH2:45]2)[C:40]([OH:42])=O)[CH:32]=[CH:33][C:34]=1[S:35]([CH3:38])(=[O:37])=[O:36].[NH2:49][C:50]1[S:51][CH:52]=[C:53]([CH3:55])[N:54]=1.N1C=CC=CC=1. Product: [Cl:28][C:29]1[CH:30]=[C:31]([C@@H:39]([CH2:43][CH:44]2[CH2:48][CH2:47][CH2:46][CH2:45]2)[C:40]([NH:49][C:50]2[S:51][CH:52]=[C:53]([CH3:55])[N:54]=2)=[O:42])[CH:32]=[CH:33][C:34]=1[S:35]([CH3:38])(=[O:36])=[O:37]. The catalyst class is: 34.